The task is: Predict the product of the given reaction.. This data is from Forward reaction prediction with 1.9M reactions from USPTO patents (1976-2016). (1) The product is: [F:30][C:16]1[CH:15]=[C:14]([O:40][CH2:39][C:38]([F:42])([F:41])[F:37])[C:19]([F:20])=[CH:18][C:17]=1[C@@H:21]([NH:23][S@@:24]([C:26]([CH3:29])([CH3:28])[CH3:27])=[O:25])[CH3:22]. Given the reactants O=C1CCCCC1C(OCC)=O.Br[C:14]1[C:19]([F:20])=[CH:18][C:17]([C@@H:21]([NH:23][S@@:24]([C:26]([CH3:29])([CH3:28])[CH3:27])=[O:25])[CH3:22])=[C:16]([F:30])[CH:15]=1.C([O-])([O-])=O.[Cs+].[Cs+].[F:37][C:38]([F:42])([F:41])[CH2:39][OH:40], predict the reaction product. (2) Given the reactants [CH2:1]([C@@H:5]1[NH:10][CH2:9][C@H:8]([CH2:11][CH:12]([CH3:14])[CH3:13])[NH:7][C:6]1=[O:15])[CH:2]([CH3:4])[CH3:3].[C:16](O)(=[O:25])/[CH:17]=[CH:18]/[C:19]1[CH:24]=[CH:23][CH:22]=[CH:21][CH:20]=1.C(N(C(C)C)CC)(C)C.CN(C(ON1N=NC2C=CC=CC1=2)=[N+](C)C)C.[B-](F)(F)(F)F, predict the reaction product. The product is: [CH2:1]([C@@H:5]1[N:10]([C:16](=[O:25])/[CH:17]=[CH:18]/[C:19]2[CH:24]=[CH:23][CH:22]=[CH:21][CH:20]=2)[CH2:9][C@H:8]([CH2:11][CH:12]([CH3:14])[CH3:13])[NH:7][C:6]1=[O:15])[CH:2]([CH3:4])[CH3:3].